From a dataset of Forward reaction prediction with 1.9M reactions from USPTO patents (1976-2016). Predict the product of the given reaction. (1) Given the reactants [CH3:1][C:2]1[N:7]=[C:6]([NH:8][C@@H:9]([CH3:13])[C:10](O)=[O:11])[CH:5]=[CH:4][C:3]=1[N+:14]([O-:16])=[O:15].[H-].[H-].[H-].[H-].[Li+].[Al+3], predict the reaction product. The product is: [CH3:1][C:2]1[N:7]=[C:6]([NH:8][C@@H:9]([CH3:13])[CH2:10][OH:11])[CH:5]=[CH:4][C:3]=1[N+:14]([O-:16])=[O:15]. (2) Given the reactants Cl[CH2:2][C:3]1[CH:12]=[CH:11][C:6]([C:7]([O:9][CH3:10])=[O:8])=[CH:5][N:4]=1.[CH3:13][O-:14].[Na+], predict the reaction product. The product is: [CH3:13][O:14][CH2:2][C:3]1[CH:12]=[CH:11][C:6]([C:7]([O:9][CH3:10])=[O:8])=[CH:5][N:4]=1. (3) Given the reactants [CH3:1][N:2]1[CH2:7][CH2:6][N:5]([C:8]([C:10]2[CH:15]=[CH:14][C:13]([N+]([O-])=O)=[C:12]([CH:19]=[CH:20][N:21]3CCCC3)[CH:11]=2)=[O:9])[CH2:4][CH2:3]1.O.NN, predict the reaction product. The product is: [NH:21]1[C:13]2[C:12](=[CH:11][C:10]([C:8]([N:5]3[CH2:4][CH2:3][N:2]([CH3:1])[CH2:7][CH2:6]3)=[O:9])=[CH:15][CH:14]=2)[CH:19]=[CH:20]1. (4) Given the reactants [CH3:1][N:2]([C:4]1[C:9]2[CH2:10][C@@H:11]3[C:21]([C:22](=[O:23])[C:8]=2[C:7]([OH:33])=[CH:6][CH:5]=1)=[C:20]([OH:24])[C@@:19]1([OH:25])[C@H:13]([C@H:14]([N:30]([CH3:32])[CH3:31])[C:15]([OH:29])=[C:16]([C:26]([NH2:28])=[O:27])[C:17]1=[O:18])[CH2:12]3)[CH3:3].Cl.O.C(=O)(O)[O-].[Na+], predict the reaction product. The product is: [CH3:3][N:2]([C:4]1[C:9]2[CH2:10][C@@H:11]3[C:21]([C:22](=[O:23])[C:8]=2[C:7]([OH:33])=[CH:6][CH:5]=1)=[C:20]([OH:24])[C@@:19]1([OH:25])[C@H:13]([C@H:14]([N:30]([CH3:32])[CH3:31])[C:15]([OH:29])=[C:16]([C:26]([NH2:28])=[O:27])[C:17]1=[O:18])[CH2:12]3)[CH3:1].